From a dataset of Full USPTO retrosynthesis dataset with 1.9M reactions from patents (1976-2016). Predict the reactants needed to synthesize the given product. Given the product [C:8]([N:5]1[CH2:6][CH2:7][CH:2]([O:1][C:12]2[CH:19]=[CH:18][C:15]([CH:16]=[O:17])=[CH:14][CH:13]=2)[CH2:3][CH2:4]1)(=[O:10])[CH3:9], predict the reactants needed to synthesize it. The reactants are: [OH:1][CH:2]1[CH2:7][CH2:6][N:5]([C:8](=[O:10])[CH3:9])[CH2:4][CH2:3]1.O[C:12]1[CH:19]=[CH:18][C:15]([CH:16]=[O:17])=[CH:14][CH:13]=1.C1(P(C2C=CC=CC=2)C2C=CC=CC=2)C=CC=CC=1.N(C(OC(C)C)=O)=NC(OC(C)C)=O.